From a dataset of Full USPTO retrosynthesis dataset with 1.9M reactions from patents (1976-2016). Predict the reactants needed to synthesize the given product. (1) Given the product [C:45]([NH:48][CH2:49][CH2:50][CH2:51][C:52]([O:31][CH2:30][N:27]1[C:28]2[C:23](=[CH:22][CH:21]=[C:20]([O:19][CH2:18][CH2:17][CH2:16][CH2:15][N:12]3[CH2:13][CH2:14][N:9]([C:3]4[CH:4]=[CH:5][CH:6]=[C:7]([Cl:8])[C:2]=4[Cl:1])[CH2:10][CH2:11]3)[CH:29]=2)[CH2:24][CH2:25][C:26]1=[O:32])=[O:53])(=[O:47])[CH3:46], predict the reactants needed to synthesize it. The reactants are: [Cl:1][C:2]1[C:7]([Cl:8])=[CH:6][CH:5]=[CH:4][C:3]=1[N:9]1[CH2:14][CH2:13][N:12]([CH2:15][CH2:16][CH2:17][CH2:18][O:19][C:20]2[CH:29]=[C:28]3[C:23]([CH2:24][CH2:25][C:26](=[O:32])[N:27]3[CH2:30][OH:31])=[CH:22][CH:21]=2)[CH2:11][CH2:10]1.C(N(CC)CC)C.CS(Cl)(=O)=O.[C:45]([NH:48][CH2:49][CH2:50][CH2:51][C:52](O)=[O:53])(=[O:47])[CH3:46]. (2) Given the product [ClH:23].[ClH:23].[ClH:23].[CH3:1][N:2]1[CH2:7][CH2:6][N:5]([CH2:8][C:9]2[CH:10]=[C:11]([CH:12]=[CH:13][CH:14]=2)[NH2:15])[CH2:4][CH2:3]1, predict the reactants needed to synthesize it. The reactants are: [CH3:1][N:2]1[CH2:7][CH2:6][N:5]([CH2:8][C:9]2[CH:10]=[C:11]([NH:15]C(=O)OC(C)(C)C)[CH:12]=[CH:13][CH:14]=2)[CH2:4][CH2:3]1.[ClH:23]. (3) Given the product [Cl:20][C:7]1[C:6]2[CH:11]=[CH:12][C:3]([O:2][CH3:1])=[CH:4][C:5]=2[S:9][N:8]=1, predict the reactants needed to synthesize it. The reactants are: [CH3:1][O:2][C:3]1[CH:12]=[CH:11][C:6]2[C:7](=O)[NH:8][S:9][C:5]=2[CH:4]=1.CN(C)C=O.S(Cl)([Cl:20])=O. (4) Given the product [C:22]([OH:41])(=[O:40])[CH2:23][CH2:24][CH2:25][CH2:26][CH2:27][CH2:28][CH2:29]/[CH:30]=[CH:31]\[CH2:32]/[CH:33]=[CH:34]\[CH2:35][CH2:36][CH2:37][CH2:38][CH3:39].[C:22]([OH:41])(=[O:40])[CH2:23][CH2:24][CH2:25][CH2:26][CH2:27][CH2:28][CH2:29]/[CH:30]=[CH:31]\[CH2:32]/[CH:33]=[CH:34]\[CH2:35][CH2:36][CH2:37][CH2:38][CH3:39].[NH2:1][C@H:2]([C:8]([O-:10])=[O:9])[CH2:3][CH2:4][CH2:5][CH2:6][NH2:7].[Mg+2:11].[NH2:12][C@H:13]([C:19]([O-:21])=[O:20])[CH2:14][CH2:15][CH2:16][CH2:17][NH2:18], predict the reactants needed to synthesize it. The reactants are: [NH2:1][C@H:2]([C:8]([O-:10])=[O:9])[CH2:3][CH2:4][CH2:5][CH2:6][NH2:7].[Mg+2:11].[NH2:12][C@H:13]([C:19]([O-:21])=[O:20])[CH2:14][CH2:15][CH2:16][CH2:17][NH2:18].[C:22]([OH:41])(=[O:40])[CH2:23][CH2:24][CH2:25][CH2:26][CH2:27][CH2:28][CH2:29]/[CH:30]=[CH:31]\[CH2:32]/[CH:33]=[CH:34]\[CH2:35][CH2:36][CH2:37][CH2:38][CH3:39]. (5) The reactants are: [Cl:1][C:2]1[C:6]([CH3:7])=[C:5]([NH:8][C:9](=[O:23])[C:10]2[CH:15]=[C:14]([N:16]3[CH2:21][CH2:20][O:19][CH2:18][CH2:17]3)[CH:13]=[C:12]([F:22])[CH:11]=2)[S:4][C:3]=1[C:24](O)=[O:25].CCN=C=NCCCN(C)C.C1C=NC2N(O)N=NC=2C=1.[NH:48]1[CH2:53][CH2:52][O:51][CH2:50][CH2:49]1. Given the product [Cl:1][C:2]1[C:6]([CH3:7])=[C:5]([NH:8][C:9](=[O:23])[C:10]2[CH:15]=[C:14]([N:16]3[CH2:17][CH2:18][O:19][CH2:20][CH2:21]3)[CH:13]=[C:12]([F:22])[CH:11]=2)[S:4][C:3]=1[C:24]([N:48]1[CH2:53][CH2:52][O:51][CH2:50][CH2:49]1)=[O:25], predict the reactants needed to synthesize it. (6) Given the product [F:14][CH:2]([F:1])[O:3][C:4]1[CH:8]=[C:7]([C:9]([OH:11])=[O:10])[N:6]([CH3:13])[N:5]=1, predict the reactants needed to synthesize it. The reactants are: [F:1][CH:2]([F:14])[O:3][C:4]1[CH:8]=[C:7]([C:9]([O:11]C)=[O:10])[N:6]([CH3:13])[N:5]=1.[OH-].[Na+].Cl. (7) Given the product [CH:6]1([N:5]([CH2:4][CH:3]([O:12][CH3:13])[O:2][CH3:1])[C:28](=[O:29])[CH2:27][CH2:26][O:25][CH2:24][CH2:23][C:22]2[CH:31]=[CH:32][CH:33]=[C:20]([C:18]3[CH:17]=[N:16][N:15]([CH3:14])[CH:19]=3)[CH:21]=2)[CH2:11][CH2:10][CH2:9][CH2:8][CH2:7]1, predict the reactants needed to synthesize it. The reactants are: [CH3:1][O:2][CH:3]([O:12][CH3:13])[CH2:4][NH:5][CH:6]1[CH2:11][CH2:10][CH2:9][CH2:8][CH2:7]1.[CH3:14][N:15]1[CH:19]=[C:18]([C:20]2[CH:21]=[C:22]([CH:31]=[CH:32][CH:33]=2)[CH2:23][CH2:24][O:25][CH2:26][CH2:27][C:28](O)=[O:29])[CH:17]=[N:16]1.C(P1(=O)OP(CCC)(=O)OP(CCC)(=O)O1)CC.C(=O)(O)[O-].[Na+].C(OC(C)C)(=O)C.